This data is from Peptide-MHC class I binding affinity with 185,985 pairs from IEDB/IMGT. The task is: Regression. Given a peptide amino acid sequence and an MHC pseudo amino acid sequence, predict their binding affinity value. This is MHC class I binding data. (1) The peptide sequence is GLCTLVAML. The MHC is HLA-B07:02 with pseudo-sequence HLA-B07:02. The binding affinity (normalized) is 0.0165. (2) The peptide sequence is AAAAAANAAAM. The MHC is H-2-Kb with pseudo-sequence H-2-Kb. The binding affinity (normalized) is 0.118.